This data is from Forward reaction prediction with 1.9M reactions from USPTO patents (1976-2016). The task is: Predict the product of the given reaction. (1) Given the reactants C(O[C:6]([N:8]1[CH2:13][CH2:12][CH:11]([NH:14][C:15]2[CH:16]=[N:17][CH:18]=[CH:19][CH:20]=2)[CH2:10][CH2:9]1)=O)(C)(C)C.N[C:22]1C=NC=C[CH:27]=1.C(OC(N1[CH2:40][CH2:39][C:38](=[O:41])[CH2:37][CH2:36]1)=O)(C)(C)C.[C:42](O)(=O)[CH3:43].ClC(Cl)C.C(O[BH-](OC(=O)C)OC(=O)C)(=O)C.[Na+], predict the reaction product. The product is: [CH2:42]([O:41][C:38]1[CH:39]=[C:40]([CH:22]=[CH:27][C:37]=1[CH3:36])[CH2:6][N:8]1[CH2:9][CH2:10][CH:11]([NH:14][C:15]2[CH:16]=[N:17][CH:18]=[CH:19][CH:20]=2)[CH2:12][CH2:13]1)[CH3:43]. (2) Given the reactants Br[C:2]1[CH:27]=[CH:26][C:5]2[C:6]3[N:7]=[C:8]([C:14]4[N:15]([CH:19]5[CH2:24][CH2:23][N:22]([CH3:25])[CH2:21][CH2:20]5)[N:16]=[CH:17][N:18]=4)[S:9][C:10]=3[CH2:11][CH2:12][O:13][C:4]=2[CH:3]=1.CC1(C)C(C)(C)OB([C:36]2[CH:37]=[N:38][N:39]([CH2:41][C:42](OCC)=[O:43])[CH:40]=2)O1.[H-].[Al+3].[Li+].[H-].[H-].[H-].C(N1C(C2SC3CCOC4C=C(C5C=NN(CCO)C=5)C=CC=4C=3N=2)=NC=N1)(C)C, predict the reaction product. The product is: [CH3:25][N:22]1[CH2:21][CH2:20][CH:19]([N:15]2[C:14]([C:8]3[S:9][C:10]4[CH2:11][CH2:12][O:13][C:4]5[CH:3]=[C:2]([C:36]6[CH:37]=[N:38][N:39]([CH2:41][CH2:42][OH:43])[CH:40]=6)[CH:27]=[CH:26][C:5]=5[C:6]=4[N:7]=3)=[N:18][CH:17]=[N:16]2)[CH2:24][CH2:23]1. (3) Given the reactants C(O)(C(F)(F)F)=O.[F:8][C:9]1[C:10]([CH:23]2[CH2:28][CH2:27][N:26]([CH:29]3[CH2:32][O:31][CH2:30]3)[CH2:25][CH2:24]2)=[C:11]([NH:15]C(=O)OC(C)(C)C)[CH:12]=[N:13][CH:14]=1, predict the reaction product. The product is: [F:8][C:9]1[C:10]([CH:23]2[CH2:28][CH2:27][N:26]([CH:29]3[CH2:32][O:31][CH2:30]3)[CH2:25][CH2:24]2)=[C:11]([NH2:15])[CH:12]=[N:13][CH:14]=1.